Dataset: Full USPTO retrosynthesis dataset with 1.9M reactions from patents (1976-2016). Task: Predict the reactants needed to synthesize the given product. (1) Given the product [NH2:16][C:7]1[CH:8]=[C:9]([C:12]([O:14][CH3:15])=[O:13])[CH:10]=[C:11]2[C:6]=1[CH:5]=[N:4][N:3]2[CH2:1][CH3:2], predict the reactants needed to synthesize it. The reactants are: [CH2:1]([N:3]1[C:11]2[C:6](=[C:7]([N+:16]([O-])=O)[CH:8]=[C:9]([C:12]([O:14][CH3:15])=[O:13])[CH:10]=2)[CH:5]=[N:4]1)[CH3:2]. (2) Given the product [Cl:50][C:47]1[CH:46]=[CH:45][C:44]([CH2:43][NH:42][CH2:41][C@H:40]([C@:23]23[CH2:35][C:34](=[O:36])[C:33]([CH:37]([CH3:38])[CH3:39])=[C:24]2[C@@H:25]2[C@@:20]([CH3:59])([CH2:21][CH2:22]3)[C@@:19]3([CH3:60])[C@@H:28]([C@:29]4([CH3:32])[C@@H:16]([CH2:17][CH2:18]3)[C:15]([CH3:61])([CH3:62])[C@@H:14]([O:13][C:11](=[O:12])[CH2:10][C:2]([CH3:1])([CH3:63])[C:3]([OH:5])=[O:4])[CH2:31][CH2:30]4)[CH2:27][CH2:26]2)[OH:58])=[CH:49][CH:48]=1.[F:67][C:66]([F:69])([F:68])[C:64]([OH:70])=[O:65], predict the reactants needed to synthesize it. The reactants are: [CH3:1][C:2]([CH3:63])([CH2:10][C:11]([O:13][C@H:14]1[CH2:31][CH2:30][C@@:29]2([CH3:32])[C@@H:16]([CH2:17][CH2:18][C@:19]3([CH3:60])[C@@H:28]2[CH2:27][CH2:26][C@H:25]2[C@@:20]3([CH3:59])[CH2:21][CH2:22][C@@:23]3([C@H:40]([OH:58])[CH2:41][N:42](C(OC(C)(C)C)=O)[CH2:43][C:44]4[CH:49]=[CH:48][C:47]([Cl:50])=[CH:46][CH:45]=4)[CH2:35][C:34](=[O:36])[C:33]([CH:37]([CH3:39])[CH3:38])=[C:24]32)[C:15]1([CH3:62])[CH3:61])=[O:12])[C:3]([O:5]C(C)(C)C)=[O:4].[C:64]([OH:70])([C:66]([F:69])([F:68])[F:67])=[O:65]. (3) Given the product [CH3:1][O:2][C:3]1[CH:12]=[C:11]2[C:6]([CH:7]=[CH:8][CH:9]=[C:10]2[C:18]#[N:19])=[CH:5][CH:4]=1, predict the reactants needed to synthesize it. The reactants are: [CH3:1][O:2][C:3]1[CH:12]=[C:11]2[C:6]([CH2:7][CH2:8][CH2:9][C:10]2=O)=[CH:5][CH:4]=1.C[Si]([C:18]#[N:19])(C)C.N1C=CC=CC=1.O=P(Cl)(Cl)Cl.[OH-].[Na+].ClC1C(=O)C(C#N)=C(C#N)C(=O)C=1Cl. (4) Given the product [F:11][C:8]1[CH:7]=[C:4]([CH:3]=[C:2]([F:1])[C:9]=1[O:23][C:15]1[CH:16]=[CH:17][C:18]([C:19]([F:20])([F:21])[F:22])=[C:13]([F:12])[CH:14]=1)[CH:5]=[O:6], predict the reactants needed to synthesize it. The reactants are: [F:1][C:2]1[CH:3]=[C:4]([CH:7]=[C:8]([F:11])[C:9]=1F)[CH:5]=[O:6].[F:12][C:13]1[CH:14]=[C:15]([OH:23])[CH:16]=[CH:17][C:18]=1[C:19]([F:22])([F:21])[F:20]. (5) Given the product [C:30]([C:29]1[CH:15]([CH2:14][N:8]2[CH2:7][CH2:6][C:5]3[C:10](=[CH:11][CH:12]=[C:3]([O:2][CH3:1])[CH:4]=3)[C:9]2=[O:13])[CH:16]=[CH:17][N:27]([CH2:26][C:21]2[CH:22]=[CH:23][CH:24]=[CH:25][C:20]=2[Cl:19])[CH:28]=1)(=[O:32])[CH3:31], predict the reactants needed to synthesize it. The reactants are: [CH3:1][O:2][C:3]1[CH:4]=[C:5]2[C:10](=[CH:11][CH:12]=1)[C:9](=[O:13])[N:8]([CH2:14]/[CH:15]=[CH:16]/[CH:17]=O)[CH2:7][CH2:6]2.[Cl:19][C:20]1[CH:25]=[CH:24][CH:23]=[CH:22][C:21]=1[CH2:26][NH:27][CH:28]=[CH:29][C:30](=[O:32])[CH3:31]. (6) The reactants are: [CH3:1][C:2]1[CH:7]=[C:6]([CH3:8])[CH:5]=[CH:4][C:3]=1[N:9]([C:18]1[CH:23]=[CH:22][C:21](B2OC(C)(C)C(C)(C)O2)=[CH:20][CH:19]=1)[C:10]1[CH:15]=[CH:14][C:13]([CH3:16])=[CH:12][C:11]=1[CH3:17].Br[C:34]1[CH:39]=[N:38][C:37]([Br:40])=[CH:36][N:35]=1.C([O-])([O-])=O.[K+].[K+]. Given the product [Br:40][C:37]1[N:38]=[CH:39][C:34]([C:21]2[CH:20]=[CH:19][C:18]([N:9]([C:10]3[CH:15]=[CH:14][C:13]([CH3:16])=[CH:12][C:11]=3[CH3:17])[C:3]3[CH:4]=[CH:5][C:6]([CH3:8])=[CH:7][C:2]=3[CH3:1])=[CH:23][CH:22]=2)=[N:35][CH:36]=1, predict the reactants needed to synthesize it. (7) Given the product [C:1]([O:5][C:6](=[O:23])[C:7]1[CH:8]=[CH:9][C:10]([S:13][C:14]2[CH:19]=[CH:18][C:17]([CH:20]=[O:21])=[CH:16][N:15]=2)=[CH:11][CH:12]=1)([CH3:4])([CH3:2])[CH3:3], predict the reactants needed to synthesize it. The reactants are: [C:1]([O:5][C:6](=[O:23])[C:7]1[CH:12]=[CH:11][C:10]([S:13][C:14]2[CH:19]=[CH:18][C:17]([CH:20]=[O:21])=[C:16](C)[N:15]=2)=[CH:9][CH:8]=1)([CH3:4])([CH3:3])[CH3:2].BrC1N=CC(C=O)=CC=1.